Dataset: Full USPTO retrosynthesis dataset with 1.9M reactions from patents (1976-2016). Task: Predict the reactants needed to synthesize the given product. (1) Given the product [CH2:54]([O:3][C:4]1[CH:5]=[CH:6][C:7]([C@H:10]2[C@H:15]([O:16][Si:17]([CH:18]([CH3:20])[CH3:19])([CH:24]([CH3:26])[CH3:25])[CH:21]([CH3:23])[CH3:22])[CH2:14][N:13]([C:27]([O:29][CH2:30][C:31]3[CH:36]=[CH:35][CH:34]=[CH:33][CH:32]=3)=[O:28])[CH2:12][C@@H:11]2[O:37][CH2:38][C:39]2[CH:40]=[CH:41][C:42]3[O:47][CH2:46][CH2:45][N:44]([CH2:48][CH2:49][CH2:50][O:51][CH3:52])[C:43]=3[CH:53]=2)=[CH:8][CH:9]=1)[CH3:55], predict the reactants needed to synthesize it. The reactants are: [H-].[Na+].[OH:3][C:4]1[CH:9]=[CH:8][C:7]([C@H:10]2[C@H:15]([O:16][Si:17]([CH:24]([CH3:26])[CH3:25])([CH:21]([CH3:23])[CH3:22])[CH:18]([CH3:20])[CH3:19])[CH2:14][N:13]([C:27]([O:29][CH2:30][C:31]3[CH:36]=[CH:35][CH:34]=[CH:33][CH:32]=3)=[O:28])[CH2:12][C@@H:11]2[O:37][CH2:38][C:39]2[CH:40]=[CH:41][C:42]3[O:47][CH2:46][CH2:45][N:44]([CH2:48][CH2:49][CH2:50][O:51][CH3:52])[C:43]=3[CH:53]=2)=[CH:6][CH:5]=1.[CH2:54](I)[CH3:55].C(=O)(O)[O-].[Na+]. (2) Given the product [OH:21][C:20]1[C:15]([CH2:14][N:1]2[CH:5]=[CH:4][C:3]([NH:6][C:7](=[O:9])[CH3:8])=[N:2]2)=[N:16][CH:17]=[CH:18][CH:19]=1, predict the reactants needed to synthesize it. The reactants are: [NH:1]1[CH:5]=[CH:4][C:3]([NH:6][C:7](=[O:9])[CH3:8])=[N:2]1.[H-].[Na+].Br.Br[CH2:14][C:15]1[C:20]([OH:21])=[CH:19][CH:18]=[CH:17][N:16]=1.BrCC1C(O)=CC=CN=1. (3) Given the product [NH2:8][C:9]1[N:14]=[N:13][C:12]([CH2:15][CH2:16][CH:17]([F:38])[CH2:18][N:19]2[CH:23]=[C:22]([C:24]([NH:26][CH2:27][C:28]3[CH:33]=[C:32]([C:34]([F:37])([F:36])[F:35])[CH:31]=[CH:30][N:29]=3)=[O:25])[N:21]=[N:20]2)=[CH:11][CH:10]=1, predict the reactants needed to synthesize it. The reactants are: COC1C=CC(C[N:8](CC2C=CC(OC)=CC=2)[C:9]2[N:14]=[N:13][C:12]([CH2:15][CH2:16][CH:17]([F:38])[CH2:18][N:19]3[CH:23]=[C:22]([C:24]([NH:26][CH2:27][C:28]4[CH:33]=[C:32]([C:34]([F:37])([F:36])[F:35])[CH:31]=[CH:30][N:29]=4)=[O:25])[N:21]=[N:20]3)=[CH:11][CH:10]=2)=CC=1.S(=O)(=O)(O)O. (4) Given the product [Cl:22][C:23]1[CH:24]=[CH:25][C:26]([CH2:29][CH2:30][C:31]2[CH:36]=[CH:35][N:34]([C:2]3[CH:7]=[CH:6][C:5]4[C:8]5[CH2:13][CH2:12][N:11]([C:14]([O:16][C:17]([CH3:20])([CH3:19])[CH3:18])=[O:15])[CH2:10][C:9]=5[S:21][C:4]=4[CH:3]=3)[C:33](=[O:37])[CH:32]=2)=[N:27][CH:28]=1, predict the reactants needed to synthesize it. The reactants are: Br[C:2]1[CH:7]=[CH:6][C:5]2[C:8]3[CH2:13][CH2:12][N:11]([C:14]([O:16][C:17]([CH3:20])([CH3:19])[CH3:18])=[O:15])[CH2:10][C:9]=3[S:21][C:4]=2[CH:3]=1.[Cl:22][C:23]1[CH:24]=[CH:25][C:26]([CH2:29][CH2:30][C:31]2[CH:36]=[CH:35][NH:34][C:33](=[O:37])[CH:32]=2)=[N:27][CH:28]=1. (5) Given the product [O:32]=[C:18]([N:19]1[CH2:24][CH2:23][N:22]2[C:25]([C:28]([F:31])([F:30])[F:29])=[N:26][N:27]=[C:21]2[CH2:20]1)[CH2:17][CH:6]([NH2:5])[CH2:7][C:8]1[CH:13]=[C:12]([F:14])[C:11]([F:15])=[CH:10][C:9]=1[F:16], predict the reactants needed to synthesize it. The reactants are: FC(F)(F)C([NH:5][CH:6]([CH2:17][C:18](=[O:32])[N:19]1[CH2:24][CH2:23][N:22]2[C:25]([C:28]([F:31])([F:30])[F:29])=[N:26][N:27]=[C:21]2[CH2:20]1)[CH2:7][C:8]1[CH:13]=[C:12]([F:14])[C:11]([F:15])=[CH:10][C:9]=1[F:16])=O.O.[OH-].[Li+].